Dataset: Full USPTO retrosynthesis dataset with 1.9M reactions from patents (1976-2016). Task: Predict the reactants needed to synthesize the given product. (1) Given the product [C:1]([O:5][C@@H:6]([C:12]1[C:27]([CH3:28])=[CH:26][C:15]2[N:16]=[C:17]([C:19]3[CH:24]=[CH:23][N:22]=[C:21]([C:44]4[CH:53]=[N:52][C:51]5[NH:50][C:49](=[O:54])[CH2:48][O:47][C:46]=5[CH:45]=4)[CH:20]=3)[S:18][C:14]=2[C:13]=1[C:29]1[CH:34]=[CH:33][C:32]([Cl:35])=[CH:31][CH:30]=1)[C:7]([O:9][CH2:10][CH3:11])=[O:8])([CH3:2])([CH3:3])[CH3:4], predict the reactants needed to synthesize it. The reactants are: [C:1]([O:5][C@@H:6]([C:12]1[C:27]([CH3:28])=[CH:26][C:15]2[N:16]=[C:17]([C:19]3[CH:24]=[CH:23][N:22]=[C:21](Cl)[CH:20]=3)[S:18][C:14]=2[C:13]=1[C:29]1[CH:34]=[CH:33][C:32]([Cl:35])=[CH:31][CH:30]=1)[C:7]([O:9][CH2:10][CH3:11])=[O:8])([CH3:4])([CH3:3])[CH3:2].CC1(C)C(C)(C)OB([C:44]2[CH:53]=[N:52][C:51]3[NH:50][C:49](=[O:54])[CH2:48][O:47][C:46]=3[CH:45]=2)O1.C([O-])([O-])=O.[K+].[K+]. (2) Given the product [CH2:1]([C:8]1[C:9](=[O:16])[NH:10][C:11](=[O:15])[NH:12][C:13]=1[C:34]1[CH2:35][CH2:36][CH:31]([C:27]2[CH:26]=[CH:25][CH:24]=[CH:29][CH:28]=2)[CH2:32][CH:33]=1)[C:2]1[CH:7]=[CH:6][CH:5]=[CH:4][CH:3]=1, predict the reactants needed to synthesize it. The reactants are: [CH2:1]([C:8]1[C:9](=[O:16])[NH:10][C:11](=[O:15])[NH:12][C:13]=1Cl)[C:2]1[CH:7]=[CH:6][CH:5]=[CH:4][CH:3]=1.CC1(C)C(C)OB([C:24]2[CH:29](C)[CH2:28][CH:27]([C:31]3[CH:36]=[CH:35][CH:34]=[CH:33][CH:32]=3)[CH2:26][CH:25]=2)O1.[F-].[Cs+]. (3) Given the product [Br:22][C:23]1[CH:32]=[CH:31][C:26]([C:27]([O:29][CH3:30])=[O:28])=[C:25]([CH2:33][N:8]2[CH2:7][C@@H:6]3[CH2:12][O:13][CH2:14][CH2:15][N:5]3[C:4]3[N:3]=[C:2]([Cl:1])[N:11]=[CH:10][C:9]2=3)[CH:24]=1, predict the reactants needed to synthesize it. The reactants are: [Cl:1][C:2]1[N:11]=[CH:10][C:9]2[NH:8][CH2:7][C@@H:6]3[CH2:12][O:13][CH2:14][CH2:15][N:5]3[C:4]=2[N:3]=1.CC(C)([O-])C.[Na+].[Br:22][C:23]1[CH:32]=[CH:31][C:26]([C:27]([O:29][CH3:30])=[O:28])=[C:25]([CH2:33]Br)[CH:24]=1. (4) Given the product [F:19][C:20]1[CH:25]=[CH:24][C:23]([F:26])=[CH:22][C:21]=1[C@H:27]1[N:35]2[C@@H:30]([CH2:31][CH2:32]/[C:33](=[CH:8]\[C:7]3[CH:10]=[CH:11][C:12]([N:13]4[CH:17]=[C:16]([CH3:18])[N:15]=[CH:14]4)=[C:5]([O:4][CH3:3])[CH:6]=3)/[C:34]2=[O:36])[CH2:29][CH2:28]1, predict the reactants needed to synthesize it. The reactants are: [OH-].[Li+].[CH3:3][O:4][C:5]1[CH:6]=[C:7]([CH:10]=[CH:11][C:12]=1[N:13]1[CH:17]=[C:16]([CH3:18])[N:15]=[CH:14]1)[CH:8]=O.[F:19][C:20]1[CH:25]=[CH:24][C:23]([F:26])=[CH:22][C:21]=1[C@H:27]1[N:35]2[C@@H:30]([CH2:31][CH2:32][CH:33](P(=O)(OCC)OCC)[C:34]2=[O:36])[CH2:29][CH2:28]1.C(O)C.